Dataset: Reaction yield outcomes from USPTO patents with 853,638 reactions. Task: Predict the reaction yield, written as a fraction of the theoretical maximum amount of product (1.0 means a 100% yield; for example, 0.34 means a 34% yield). (1) The reactants are [CH3:1][O:2][C:3](=[O:15])[C:4]1[C:5](=[C:10](I)[CH:11]=[CH:12][CH:13]=1)[C:6]([O:8][CH3:9])=[O:7].[CH3:16][O:17][C:18]1[CH:19]=[C:20]([CH:22]=[CH:23][C:24]=1[O:25][CH3:26])[NH2:21].C1C=CC(P(C2C(C3C(P(C4C=CC=CC=4)C4C=CC=CC=4)=CC=C4C=3C=CC=C4)=C3C(C=CC=C3)=CC=2)C2C=CC=CC=2)=CC=1.C(=O)([O-])[O-].[Cs+].[Cs+]. The catalyst is C1(C)C=CC=CC=1.C(Cl)Cl.C1C=CC(/C=C/C(/C=C/C2C=CC=CC=2)=O)=CC=1.C1C=CC(/C=C/C(/C=C/C2C=CC=CC=2)=O)=CC=1.C1C=CC(/C=C/C(/C=C/C2C=CC=CC=2)=O)=CC=1.[Pd].[Pd]. The product is [CH3:1][O:2][C:3](=[O:15])[C:4]1[C:5](=[C:10]([NH:21][C:20]2[CH:22]=[CH:23][C:24]([O:25][CH3:26])=[C:18]([O:17][CH3:16])[CH:19]=2)[CH:11]=[CH:12][CH:13]=1)[C:6]([O:8][CH3:9])=[O:7]. The yield is 0.740. (2) The reactants are [Cl:1][C:2]1[CH:15]=[CH:14][CH:13]=[CH:12][C:3]=1[O:4][CH2:5][CH2:6][CH2:7][O:8][C:9](=[O:11])[CH3:10].[C:16]1(=[O:22])[O:21][C:19](=[O:20])[CH2:18][CH2:17]1.[Cl-].[Cl-].[Cl-].[Al+3].CCCCCC. The catalyst is ClCCl.C(OCC)(=O)C. The product is [C:9]([O:8][CH2:7][CH2:6][CH2:5][O:4][C:3]1[CH:12]=[CH:13][C:14]([C:16](=[O:22])[CH2:17][CH2:18][C:19]([OH:21])=[O:20])=[CH:15][C:2]=1[Cl:1])(=[O:11])[CH3:10]. The yield is 0.930.